Predict the reactants needed to synthesize the given product. From a dataset of Full USPTO retrosynthesis dataset with 1.9M reactions from patents (1976-2016). (1) Given the product [CH3:27][O:28][C:29]1[CH:30]=[C:31]([NH:32][C:2]2[C:3]3[NH:17][N:16]=[CH:15][C:4]=3[N:5]=[C:6]([C:8]3[CH:13]=[CH:12][CH:11]=[C:10]([F:14])[CH:9]=3)[N:7]=2)[CH:33]=[CH:34][C:35]=1[O:36][CH3:37], predict the reactants needed to synthesize it. The reactants are: Cl[C:2]1[C:3]2[C:4](=[CH:15][N:16](CC3C=CC(OC)=CC=3)[N:17]=2)[N:5]=[C:6]([C:8]2[CH:13]=[CH:12][CH:11]=[C:10]([F:14])[CH:9]=2)[N:7]=1.[CH3:27][O:28][C:29]1[CH:30]=[C:31]([CH:33]=[CH:34][C:35]=1[O:36][CH3:37])[NH2:32].Cl. (2) Given the product [Br:1][C:9]1[O:8][C:7]([C:3]([CH3:6])([CH3:4])[CH3:5])=[N:11][C:10]=1[C@@H:12]1[CH2:17][CH2:16][C@H:15]([F:18])[CH2:14][C@H:13]1[C:19]([O:21][CH3:22])=[O:20], predict the reactants needed to synthesize it. The reactants are: [Br:1]Br.[C:3]([C:7]1[O:8][CH:9]=[C:10]([C@@H:12]2[CH2:17][CH2:16][C@H:15]([F:18])[CH2:14][C@H:13]2[C:19]([O:21][CH3:22])=[O:20])[N:11]=1)([CH3:6])([CH3:5])[CH3:4]. (3) Given the product [CH3:19][O:20][C:21](=[O:34])[C@H:22]([N:24]1[C:32]2[C:27](=[CH:28][C:29]([O:18][CH2:17][CH2:16][CH2:15][O:14][C:11]3[CH:10]=[CH:9][C:8]([C:5]4[S:6][CH:7]=[C:3]([CH2:1][CH3:2])[N:4]=4)=[CH:13][N:12]=3)=[CH:30][CH:31]=2)[CH:26]=[CH:25]1)[CH3:23], predict the reactants needed to synthesize it. The reactants are: [CH2:1]([C:3]1[N:4]=[C:5]([C:8]2[CH:9]=[CH:10][C:11]([O:14][CH2:15][CH2:16][CH2:17][OH:18])=[N:12][CH:13]=2)[S:6][CH:7]=1)[CH3:2].[CH3:19][O:20][C:21](=[O:34])[C@H:22]([N:24]1[C:32]2[C:27](=[CH:28][C:29](O)=[CH:30][CH:31]=2)[CH:26]=[CH:25]1)[CH3:23].C1(P(C2C=CC=CC=2)C2C=CC=CC=2)C=CC=CC=1.N(C(N1CCCCC1)=O)=NC(N1CCCCC1)=O.